This data is from Forward reaction prediction with 1.9M reactions from USPTO patents (1976-2016). The task is: Predict the product of the given reaction. (1) Given the reactants [NH2:1][C:2]1[CH:7]=[CH:6][CH:5]=[CH:4][N:3]=1.[N+:8]([CH2:10][CH2:11][CH2:12][CH2:13][CH2:14][CH2:15][N+:16]#[C-:17])#[C-:9].[N:18]1[CH:23]=[CH:22][CH:21]=[CH:20][C:19]=1[CH:24]=O, predict the reaction product. The product is: [N+:8]([CH2:10][CH2:11][CH2:12][CH2:13][CH2:14][CH2:15][NH:16][C:17]1[N:3]2[CH:4]=[CH:5][CH:6]=[CH:7][C:2]2=[N:1][C:24]=1[C:19]1[CH:20]=[CH:21][CH:22]=[CH:23][N:18]=1)#[C-:9]. (2) Given the reactants [CH3:1][O:2][C:3](=[O:23])[C:4]1[CH:9]=[C:8]([O:10][Si:11]([CH:18]([CH3:20])[CH3:19])([CH:15]([CH3:17])[CH3:16])[CH:12]([CH3:14])[CH3:13])[CH:7]=[C:6]([Cl:21])[C:5]=1[OH:22].[CH2:24](Br)[C:25]1[CH:30]=[CH:29][CH:28]=[CH:27][CH:26]=1.C(=O)([O-])[O-].[K+].[K+].O, predict the reaction product. The product is: [CH3:1][O:2][C:3](=[O:23])[C:4]1[CH:9]=[C:8]([O:10][Si:11]([CH:18]([CH3:20])[CH3:19])([CH:15]([CH3:17])[CH3:16])[CH:12]([CH3:13])[CH3:14])[CH:7]=[C:6]([Cl:21])[C:5]=1[O:22][CH2:24][C:25]1[CH:30]=[CH:29][CH:28]=[CH:27][CH:26]=1. (3) Given the reactants [H-].[Na+].[CH2:3]([O:5][C:6](=[O:11])[CH2:7][C:8](=[O:10])[CH3:9])[CH3:4].[CH3:12][O:13][C:14]1[CH:19]=[CH:18][C:17]([CH2:20]Br)=[C:16]([F:22])[C:15]=1[F:23], predict the reaction product. The product is: [CH2:3]([O:5][C:6](=[O:11])[CH:7]([CH2:20][C:17]1[CH:18]=[CH:19][C:14]([O:13][CH3:12])=[C:15]([F:23])[C:16]=1[F:22])[C:8](=[O:10])[CH3:9])[CH3:4]. (4) Given the reactants [CH3:1][O:2][C:3]1[CH:4]=[C:5]([CH:22]=[CH:23][C:24]=1[O:25][CH3:26])[C:6]([NH:8][C:9]1[C:18]2[C:13](=[CH:14][CH:15]=[CH:16][CH:17]=2)[C:12]([C:19](O)=[O:20])=[CH:11][CH:10]=1)=[O:7].S(Cl)([Cl:29])=O, predict the reaction product. The product is: [CH3:1][O:2][C:3]1[CH:4]=[C:5]([CH:22]=[CH:23][C:24]=1[O:25][CH3:26])[C:6]([NH:8][C:9]1[C:18]2[C:13](=[CH:14][CH:15]=[CH:16][CH:17]=2)[C:12]([C:19]([Cl:29])=[O:20])=[CH:11][CH:10]=1)=[O:7]. (5) Given the reactants CS([C:5]1[N:6]=[CH:7][C:8]2[C:17]3[CH:16]=[CH:15][C:14]([C:18]([O:20][CH3:21])=[O:19])=[CH:13][C:12]=3[N:11]=[C:10]([C:22]3[CH:27]=[CH:26][CH:25]=[CH:24][CH:23]=3)[C:9]=2[N:28]=1)(=O)=O.[CH:29]1([NH2:32])[CH2:31][CH2:30]1.O, predict the reaction product. The product is: [CH:29]1([NH:32][C:5]2[N:6]=[CH:7][C:8]3[C:17]4[CH:16]=[CH:15][C:14]([C:18]([O:20][CH3:21])=[O:19])=[CH:13][C:12]=4[N:11]=[C:10]([C:22]4[CH:23]=[CH:24][CH:25]=[CH:26][CH:27]=4)[C:9]=3[N:28]=2)[CH2:31][CH2:30]1. (6) Given the reactants [NH2:1][C:2]1[N:6]=[CH:5][NH:4][N:3]=1.[CH:7]([CH:10]([C:16](OCC)=[O:17])[C:11](OCC)=[O:12])([CH3:9])[CH3:8].C(N(CCCC)CCCC)CCC, predict the reaction product. The product is: [OH:12][C:11]1[C:10]([CH:7]([CH3:9])[CH3:8])=[C:16]([OH:17])[N:3]2[N:4]=[CH:5][N:6]=[C:2]2[N:1]=1. (7) Given the reactants [CH3:1][N:2]([CH:4]1[CH2:8][CH2:7][N:6]([CH2:9][CH2:10][C:11]2[CH:12]=[CH:13][N:14]=[C:15]3[C:20]=2[N:19]=[C:18]([O:21][CH3:22])[CH:17]=[CH:16]3)[CH2:5]1)[NH2:3].[O:23]=[C:24]1[CH2:29][S:28][C:27]2[CH:30]=[CH:31][C:32]([C:34](O)=[O:35])=[N:33][C:26]=2[NH:25]1.C(Cl)CCl.C1C=CC2N(O)N=NC=2C=1, predict the reaction product. The product is: [CH3:1][N:2]([CH:4]1[CH2:8][CH2:7][N:6]([CH2:9][CH2:10][C:11]2[C:20]3[C:15](=[CH:16][CH:17]=[C:18]([O:21][CH3:22])[N:19]=3)[N:14]=[CH:13][CH:12]=2)[CH2:5]1)[NH:3][C:34]([C:32]1[CH:31]=[CH:30][C:27]2[S:28][CH2:29][C:24](=[O:23])[NH:25][C:26]=2[N:33]=1)=[O:35].